From a dataset of hERG Central: cardiac toxicity at 1µM, 10µM, and general inhibition. Predict hERG channel inhibition at various concentrations. (1) Results: hERG_inhib (hERG inhibition (general)): blocker. The compound is O=C(Nc1cccc(S(=O)(=O)N2CCOCC2)c1)c1ccc2c(=O)n3c(nc2c1)CCCCC3. (2) The compound is CCN(CC)CCNC1=NCCn2c1cc1cc(OC)ccc12.Cl. Results: hERG_inhib (hERG inhibition (general)): blocker.